The task is: Predict the reactants needed to synthesize the given product.. This data is from Full USPTO retrosynthesis dataset with 1.9M reactions from patents (1976-2016). (1) The reactants are: [H-].[Al+3].[Li+].[H-].[H-].[H-].[CH3:7][C@H:8]1[CH2:13][O:12][CH2:11][CH2:10][N:9]1[C:14]1[N:15]=[C:16]([N:36]2[CH2:41][CH2:40][O:39][CH2:38][C@@H:37]2[CH3:42])[C:17]2[CH:23]=[CH:22][C:21]([C:24]3[CH:25]=[CH:26][C:27]([O:34][CH3:35])=[C:28]([CH:33]=3)[C:29](OC)=[O:30])=[N:20][C:18]=2[N:19]=1. Given the product [CH3:7][C@H:8]1[CH2:13][O:12][CH2:11][CH2:10][N:9]1[C:14]1[N:15]=[C:16]([N:36]2[CH2:41][CH2:40][O:39][CH2:38][C@@H:37]2[CH3:42])[C:17]2[CH:23]=[CH:22][C:21]([C:24]3[CH:25]=[CH:26][C:27]([O:34][CH3:35])=[C:28]([CH2:29][OH:30])[CH:33]=3)=[N:20][C:18]=2[N:19]=1, predict the reactants needed to synthesize it. (2) Given the product [OH:12][C:7]1[CH:8]=[C:9]2[C:4](=[CH:5][CH:6]=1)[N:3]=[C:2]([C:23]1[CH:22]=[CH:21][C:16]([C:17]([OH:19])=[O:18])=[CH:15][C:14]=1[CH3:13])[CH:11]=[CH:10]2, predict the reactants needed to synthesize it. The reactants are: Cl[C:2]1[CH:11]=[CH:10][C:9]2[C:4](=[CH:5][CH:6]=[C:7]([OH:12])[CH:8]=2)[N:3]=1.[CH3:13][C:14]1[CH:15]=[C:16]([CH:21]=[CH:22][C:23]=1B1OC(C)(C)C(C)(C)O1)[C:17]([O:19]C)=[O:18]. (3) Given the product [F:28][C:29]1[CH:30]=[CH:31][C:32]2[N:33]([C:35]([CH2:45][N:46]3[C:50]([C:51]([NH2:2])=[O:53])=[N:49][CH:48]=[N:47]3)=[C:36]([C:38]3[CH:39]=[CH:40][C:41]([F:44])=[CH:42][CH:43]=3)[N:37]=2)[CH:34]=1, predict the reactants needed to synthesize it. The reactants are: C[NH:2]C(C1N(CC2N3C=C(C)C=CC3=NC=2C2C=CC(C)=CC=2)N=CN=1)=O.[F:28][C:29]1[CH:30]=[CH:31][C:32]2[N:33]([C:35]([CH2:45][N:46]3[C:50]([C:51]([O:53]C)=O)=[N:49][CH:48]=[N:47]3)=[C:36]([C:38]3[CH:43]=[CH:42][C:41]([F:44])=[CH:40][CH:39]=3)[N:37]=2)[CH:34]=1.N.